This data is from Reaction yield outcomes from USPTO patents with 853,638 reactions. The task is: Predict the reaction yield, written as a fraction of the theoretical maximum amount of product (1.0 means a 100% yield; for example, 0.34 means a 34% yield). (1) The reactants are [NH2:1][C:2]1[CH:7]=[C:6]([Br:8])[CH:5]=[CH:4][C:3]=1[C:9]([C:11]1[CH:16]=[CH:15][CH:14]=[CH:13][CH:12]=1)=O.[N:17]([O-])=O.[Na+].[Sn](Cl)Cl. The catalyst is Cl. The product is [Br:8][C:6]1[CH:7]=[C:2]2[C:3]([C:9]([C:11]3[CH:16]=[CH:15][CH:14]=[CH:13][CH:12]=3)=[N:17][NH:1]2)=[CH:4][CH:5]=1. The yield is 0.420. (2) The reactants are [Cl:1][C:2]1[C:11]2[NH:10][C:9](=[O:12])[C:8]3[S:13][CH:14]=[CH:15][C:7]=3[C:6]=2[C:5]([C:16]2[CH:21]=[CH:20][C:19]([C:22]([NH:25]C(=O)OC(C)(C)C)([CH3:24])[CH3:23])=[CH:18][CH:17]=2)=[C:4]([O:33]C)[CH:3]=1.BrB(Br)Br. No catalyst specified. The product is [ClH:1].[NH2:25][C:22]([C:19]1[CH:18]=[CH:17][C:16]([C:5]2[C:6]3[C:7]4[CH:15]=[CH:14][S:13][C:8]=4[C:9](=[O:12])[NH:10][C:11]=3[C:2]([Cl:1])=[CH:3][C:4]=2[OH:33])=[CH:21][CH:20]=1)([CH3:24])[CH3:23]. The yield is 0.970. (3) The reactants are [C:1]([O:5][C:6](=[O:27])[CH2:7][CH2:8][C:9]1[CH:14]=[CH:13][C:12]([OH:15])=[CH:11][C:10]=1[CH2:16][NH:17][C:18]([C:20]1[CH:24]=[C:23]([Cl:25])[S:22][C:21]=1[Cl:26])=[O:19])([CH3:4])([CH3:3])[CH3:2].[C:28]1([C:53]2[CH:58]=[CH:57][CH:56]=[CH:55][CH:54]=2)[CH:33]=[CH:32][C:31]([C:34]2[O:35][C:36]([CH3:52])=[C:37]([CH2:39][CH2:40]OS(C3C=CC(C)=CC=3)(=O)=O)[N:38]=2)=[CH:30][CH:29]=1. No catalyst specified. The product is [C:1]([O:5][C:6](=[O:27])[CH2:7][CH2:8][C:9]1[CH:14]=[CH:13][C:12]([O:15][CH2:40][CH2:39][C:37]2[N:38]=[C:34]([C:31]3[CH:32]=[CH:33][C:28]([C:53]4[CH:58]=[CH:57][CH:56]=[CH:55][CH:54]=4)=[CH:29][CH:30]=3)[O:35][C:36]=2[CH3:52])=[CH:11][C:10]=1[CH2:16][NH:17][C:18]([C:20]1[CH:24]=[C:23]([Cl:25])[S:22][C:21]=1[Cl:26])=[O:19])([CH3:4])([CH3:2])[CH3:3]. The yield is 0.820. (4) The reactants are [NH2:1][C:2]1[CH:6]=[CH:5][N:4]([CH2:7][C:8]([CH3:11])([OH:10])[CH3:9])[N:3]=1.N1C(C)=CC=CC=1C.[Cl:20][C:21]1[CH:22]=[C:23]([C@@H:31]([CH2:35][C@H:36]2[CH2:40][CH2:39][C:38](=[O:41])[CH2:37]2)[C:32](Cl)=[O:33])[CH:24]=[CH:25][C:26]=1[S:27]([CH3:30])(=[O:29])=[O:28]. The catalyst is C(Cl)Cl. The product is [Cl:20][C:21]1[CH:22]=[C:23]([C@@H:31]([CH2:35][C@H:36]2[CH2:40][CH2:39][C:38](=[O:41])[CH2:37]2)[C:32]([NH:1][C:2]2[CH:6]=[CH:5][N:4]([CH2:7][C:8]([OH:10])([CH3:11])[CH3:9])[N:3]=2)=[O:33])[CH:24]=[CH:25][C:26]=1[S:27]([CH3:30])(=[O:29])=[O:28]. The yield is 0.910.